Dataset: Forward reaction prediction with 1.9M reactions from USPTO patents (1976-2016). Task: Predict the product of the given reaction. (1) Given the reactants [Cl:1][C:2]1[CH:3]=[C:4]([C@@H:12]([CH2:24][CH:25]2[CH2:29][CH2:28][CH2:27][CH2:26]2)[C:13]([NH:15][C:16]2[CH:20]=[CH:19][N:18]([CH2:21][CH2:22][OH:23])[N:17]=2)=[O:14])[CH:5]=[CH:6][C:7]=1[S:8]([CH3:11])(=[O:10])=[O:9].[C:30](OC(=O)C)(=[O:32])[CH3:31], predict the reaction product. The product is: [Cl:1][C:2]1[CH:3]=[C:4]([C@@H:12]([CH2:24][CH:25]2[CH2:26][CH2:27][CH2:28][CH2:29]2)[C:13]([NH:15][C:16]2[CH:20]=[CH:19][N:18]([CH2:21][CH2:22][O:23][C:30](=[O:32])[CH3:31])[N:17]=2)=[O:14])[CH:5]=[CH:6][C:7]=1[S:8]([CH3:11])(=[O:9])=[O:10]. (2) Given the reactants OC(C(F)(F)F)=O.[NH2:8][C@H:9]([CH2:30][C:31]1[CH:36]=[CH:35][C:34]([Cl:37])=[CH:33][CH:32]=1)[C:10]([NH:12][N:13]1[CH2:17][CH2:16][C@H:15]([N:18]([CH:24]2[CH2:29][CH2:28][CH2:27][CH2:26][CH2:25]2)[C:19](=[O:23])[CH:20]([CH3:22])[CH3:21])[CH2:14]1)=[O:11].CCN(C(C)C)C(C)C.C(Cl)CCl.C1C=CC2N(O)N=NC=2C=1.[C:61]([N:68]1[CH2:75][CH2:74][CH2:73][C@@H:69]1[C:70](O)=[O:71])([O:63][C:64]([CH3:67])([CH3:66])[CH3:65])=[O:62], predict the reaction product. The product is: [C:61]([N:68]1[CH2:75][CH2:74][CH2:73][C@@H:69]1[C:70]([NH:8][C@H:9]([CH2:30][C:31]1[CH:36]=[CH:35][C:34]([Cl:37])=[CH:33][CH:32]=1)[C:10]([NH:12][N:13]1[CH2:17][CH2:16][C@H:15]([N:18]([CH:24]2[CH2:29][CH2:28][CH2:27][CH2:26][CH2:25]2)[C:19](=[O:23])[CH:20]([CH3:22])[CH3:21])[CH2:14]1)=[O:11])=[O:71])([O:63][C:64]([CH3:67])([CH3:66])[CH3:65])=[O:62]. (3) Given the reactants S([O-])([O-])=O.[Na+].[Na+].Cl[S:8]([C:11]1[CH:12]=[CH:13][C:14]([F:20])=[C:15]([CH:19]=1)[C:16]([OH:18])=[O:17])(=[O:10])=[O:9].[CH3:21]C(C)=O, predict the reaction product. The product is: [F:20][C:14]1[CH:13]=[CH:12][C:11]([S:8]([CH3:21])(=[O:10])=[O:9])=[CH:19][C:15]=1[C:16]([OH:18])=[O:17]. (4) Given the reactants [F:1][CH:2]([F:25])[C:3]1[N:8]2[N:9]=[CH:10][C:11]([C:12](O)=[O:13])=[C:7]2[N:6]=[C:5]([C:15]2[CH:20]=[CH:19][C:18]([C:21]([F:24])([F:23])[F:22])=[CH:17][CH:16]=2)[CH:4]=1.OCC([C:31]1[C:36]([N+:37]([O-])=O)=[C:35]([CH3:40])[CH:34]=[CH:33][C:32]=1[S:41]([NH2:44])(=[O:43])=[O:42])(C)C, predict the reaction product. The product is: [OH:13][CH2:12][C:11]([NH:44][S:41]([C:32]1[CH:33]=[CH:34][C:35]([CH3:40])=[C:36]([NH:37][C:12]([C:11]2[CH:10]=[N:9][N:8]3[C:3]([CH:2]([F:25])[F:1])=[CH:4][C:5]([C:15]4[CH:16]=[CH:17][C:18]([C:21]([F:24])([F:22])[F:23])=[CH:19][CH:20]=4)=[N:6][C:7]=23)=[O:13])[CH:31]=1)(=[O:42])=[O:43])([CH3:10])[CH3:7].